From a dataset of Reaction yield outcomes from USPTO patents with 853,638 reactions. Predict the reaction yield, written as a fraction of the theoretical maximum amount of product (1.0 means a 100% yield; for example, 0.34 means a 34% yield). The reactants are [CH3:1][S:2]([C:5]1[CH:10]=[CH:9][C:8]([CH:11]([CH2:16][CH:17]2[CH2:22][CH2:21][O:20][CH2:19][CH2:18]2)[C:12](=[O:15])[CH:13]=[CH2:14])=[CH:7][CH:6]=1)(=[O:4])=[O:3].[OH:23][CH:24]([C:26]1[S:30][C:29]([CH:31]=[O:32])=[N:28][CH:27]=1)[CH3:25].C(N(CC)CC)C.O1CCCC1. The catalyst is [Cl-].C([N+]1C(C)=C(CCO)SC=1)C1C=CC=CC=1.C(O)C. The product is [OH:23][CH:24]([C:26]1[S:30][C:29]([C:31](=[O:32])[CH2:14][CH2:13][C:12](=[O:15])[CH:11]([C:8]2[CH:7]=[CH:6][C:5]([S:2]([CH3:1])(=[O:4])=[O:3])=[CH:10][CH:9]=2)[CH2:16][CH:17]2[CH2:22][CH2:21][O:20][CH2:19][CH2:18]2)=[N:28][CH:27]=1)[CH3:25]. The yield is 0.750.